The task is: Predict which catalyst facilitates the given reaction.. This data is from Catalyst prediction with 721,799 reactions and 888 catalyst types from USPTO. (1) Reactant: [OH:1][C:2]1[CH:7]=[CH:6][C:5]([C:8]2[C:17](=[O:18])[C:16]3[C:11](=[C:12]([CH3:23])[C:13]([O:19][C:20](=[O:22])[CH3:21])=[CH:14][CH:15]=3)[O:10][CH:9]=2)=[CH:4][CH:3]=1. Product: [OH:1][C:2]1[CH:3]=[CH:4][C:5]([CH:8]2[C:17](=[O:18])[C:16]3[C:11](=[C:12]([CH3:23])[C:13]([O:19][C:20](=[O:22])[CH3:21])=[CH:14][CH:15]=3)[O:10][CH2:9]2)=[CH:6][CH:7]=1. The catalyst class is: 13. (2) Reactant: [F:1][CH:2]([F:12])[C:3]1(C(O)=O)[CH2:6][C:5]([F:8])([F:7])[CH2:4]1.C1C=CC(P(N=[N+]=[N-])(C2C=CC=CC=2)=O)=CC=1.[Cl:30][C:31]1[CH:32]=[C:33]([C:38]2[C:46]([C:47]([NH2:49])=[O:48])=[C:41]3[CH2:42][NH:43][CH2:44][CH2:45][N:40]3[N:39]=2)[CH:34]=[CH:35][C:36]=1[F:37].C[N:51]([CH:53]=[O:54])C. Product: [Cl:30][C:31]1[CH:32]=[C:33]([C:38]2[C:46]([C:47]([NH2:49])=[O:48])=[C:41]3[CH2:42][N:43]([C:53]([NH:51][C:3]4([CH:2]([F:1])[F:12])[CH2:4][C:5]([F:7])([F:8])[CH2:6]4)=[O:54])[CH2:44][CH2:45][N:40]3[N:39]=2)[CH:34]=[CH:35][C:36]=1[F:37]. The catalyst class is: 11. (3) Reactant: [CH3:1][S:2]([C:5]1[CH:10]=[CH:9][C:8]([C:11]2[CH:12]=[C:13]([CH:18]=[CH:19][N:20]=2)[C:14]([O:16][CH3:17])=[O:15])=[CH:7][CH:6]=1)(=[O:4])=[O:3].[ClH:21]. Product: [ClH:21].[CH3:1][S:2]([C:5]1[CH:6]=[CH:7][C:8]([CH:11]2[CH2:12][CH:13]([C:14]([O:16][CH3:17])=[O:15])[CH2:18][CH2:19][NH:20]2)=[CH:9][CH:10]=1)(=[O:4])=[O:3]. The catalyst class is: 603. (4) Reactant: [Cl:1][C:2]1[CH:3]=[C:4]([C:8]([O:10][CH2:11][CH3:12])=[O:9])[NH:5][C:6]=1[CH3:7].[Br:13]N1C(=O)CCC1=O.[OH-].[Na+]. Product: [Br:13][C:3]1[C:2]([Cl:1])=[C:6]([CH3:7])[NH:5][C:4]=1[C:8]([O:10][CH2:11][CH3:12])=[O:9]. The catalyst class is: 4. (5) Reactant: [C:1]([O:5][C:6]([N:8]1[CH2:12][C@H:11]([OH:13])[CH2:10][C@H:9]1[C:14]([O:16][CH3:17])=[O:15])=[O:7])([CH3:4])([CH3:3])[CH3:2].[CH:18]1[C:27]2[C:22](=[CH:23][CH:24]=[CH:25][CH:26]=2)[CH:21]=[CH:20][C:19]=1O.C1C=CC(P(C2C=CC=CC=2)C2C=CC=CC=2)=CC=1.CC(OC(/N=N/C(OC(C)C)=O)=O)C. Product: [C:1]([O:5][C:6]([N:8]1[CH2:12][C@@H:11]([O:13][C:20]2[CH:19]=[CH:18][C:27]3[C:22](=[CH:23][CH:24]=[CH:25][CH:26]=3)[CH:21]=2)[CH2:10][C@H:9]1[C:14]([O:16][CH3:17])=[O:15])=[O:7])([CH3:4])([CH3:3])[CH3:2]. The catalyst class is: 1. (6) Product: [CH2:35]([N:17]1[CH2:18][C@@H:14]([N:12]2[N:11]=[N:10][C:9]([C:3]3[CH:4]=[CH:5][C:6]([F:8])=[CH:7][C:2]=3[F:1])=[N:13]2)[CH2:15][C@H:16]1[C:19]([N:21]1[CH2:22][CH2:23][N:24]([C:27]2[CH:34]=[CH:33][CH:32]=[CH:31][C:28]=2[C:29]#[N:30])[CH2:25][CH2:26]1)=[O:20])[C:36]1[CH:41]=[CH:40][CH:39]=[CH:38][CH:37]=1. The catalyst class is: 2. Reactant: [F:1][C:2]1[CH:7]=[C:6]([F:8])[CH:5]=[CH:4][C:3]=1[C:9]1[N:10]=[N:11][N:12]([CH:14]2[CH2:18][NH:17][CH:16]([C:19]([N:21]3[CH2:26][CH2:25][N:24]([C:27]4[CH:34]=[CH:33][CH:32]=[CH:31][C:28]=4[C:29]#[N:30])[CH2:23][CH2:22]3)=[O:20])[CH2:15]2)[N:13]=1.[CH:35](=O)[C:36]1[CH:41]=[CH:40][CH:39]=[CH:38][CH:37]=1.C(O)(=O)C.[BH-](OC(C)=O)(OC(C)=O)OC(C)=O.[Na+]. (7) The catalyst class is: 641. Product: [Cl:1][C:2]1[CH:10]=[CH:9][C:8]([C:11]2[NH:31][C:24]3[CH:29]=[CH:28][CH:27]=[CH:26][C:25]=3[N:30]=2)=[C:7]2[C:3]=1[CH:4]([OH:23])[N:5]([C:14]([CH3:22])([C:16]1[CH:21]=[CH:20][CH:19]=[CH:18][CH:17]=1)[CH3:15])[C:6]2=[O:13]. Reactant: [Cl:1][C:2]1[CH:10]=[CH:9][C:8]([CH:11]=O)=[C:7]2[C:3]=1[CH:4]([OH:23])[N:5]([C:14]([CH3:22])([C:16]1[CH:21]=[CH:20][CH:19]=[CH:18][CH:17]=1)[CH3:15])[C:6]2=[O:13].[C:24]1([NH2:31])[CH:29]=[CH:28][CH:27]=[CH:26][C:25]=1[NH2:30].CCCCCC. (8) Reactant: [C:1]1([C:13]2[C:14]([OH:24])=[CH:15][CH:16]=[C:17]3[C:22]=2[CH:21]=[C:20]([OH:23])[CH:19]=[CH:18]3)[C:2]([OH:12])=[CH:3][CH:4]=[C:5]2[C:10]=1[CH:9]=[C:8]([OH:11])[CH:7]=[CH:6]2. Product: [OH2:11].[C:13]1([C:1]2[C:2]([OH:12])=[CH:3][CH:4]=[C:5]3[C:10]=2[CH:9]=[C:8]([OH:11])[CH:7]=[CH:6]3)[C:14]([OH:24])=[CH:15][CH:16]=[C:17]2[C:22]=1[CH:21]=[C:20]([OH:23])[CH:19]=[CH:18]2. The catalyst class is: 6. (9) Reactant: [CH2:1]([O:8][C:9]1[CH:14]=[CH:13][C:12]([CH2:15][C@H:16]([NH:21][C:22]([O:24][C:25]([CH3:28])([CH3:27])[CH3:26])=[O:23])[C:17]([O:19]C)=[O:18])=[CH:11][CH:10]=1)[C:2]1[CH:7]=[CH:6][CH:5]=[CH:4][CH:3]=1.[OH-].[Li+]. Product: [CH2:1]([O:8][C:9]1[CH:14]=[CH:13][C:12]([CH2:15][C@H:16]([NH:21][C:22]([O:24][C:25]([CH3:28])([CH3:27])[CH3:26])=[O:23])[C:17]([OH:19])=[O:18])=[CH:11][CH:10]=1)[C:2]1[CH:3]=[CH:4][CH:5]=[CH:6][CH:7]=1. The catalyst class is: 87. (10) Reactant: [CH3:1][S:2]([C:5]1[CH:6]=[CH:7][C:8]([O:11][C:12]2[CH:13]=[C:14]3[C:18](=[C:19]([O:21][CH:22]4[CH2:27][CH2:26][O:25][CH2:24][CH2:23]4)[CH:20]=2)[NH:17][C:16]([C:28]([O:30]CC)=[O:29])=[CH:15]3)=[N:9][CH:10]=1)(=[O:4])=[O:3].[OH-].[Na+].O1CCCC1. Product: [CH3:1][S:2]([C:5]1[CH:6]=[CH:7][C:8]([O:11][C:12]2[CH:13]=[C:14]3[C:18](=[C:19]([O:21][CH:22]4[CH2:23][CH2:24][O:25][CH2:26][CH2:27]4)[CH:20]=2)[NH:17][C:16]([C:28]([OH:30])=[O:29])=[CH:15]3)=[N:9][CH:10]=1)(=[O:4])=[O:3]. The catalyst class is: 8.